This data is from Full USPTO retrosynthesis dataset with 1.9M reactions from patents (1976-2016). The task is: Predict the reactants needed to synthesize the given product. Given the product [O:1]1[CH2:6][CH2:5][CH:4]([NH:9][NH:8][C:10]([O:12][C:13]([CH3:16])([CH3:15])[CH3:14])=[O:11])[CH2:3][CH2:2]1, predict the reactants needed to synthesize it. The reactants are: [O:1]1[CH2:6][CH2:5][C:4](=O)[CH2:3][CH2:2]1.[NH:8]([C:10]([O:12][C:13]([CH3:16])([CH3:15])[CH3:14])=[O:11])[NH2:9].